This data is from Experimentally validated miRNA-target interactions with 360,000+ pairs, plus equal number of negative samples. The task is: Binary Classification. Given a miRNA mature sequence and a target amino acid sequence, predict their likelihood of interaction. (1) The miRNA is mmu-miR-339-5p with sequence UCCCUGUCCUCCAGGAGCUCACG. The protein sequence of the target gene is MSGFDDPGIFYSDSFGGDPGAEEGQARKSQLQRRFKEFLRQYRVGTDRTGFTFKYRDELKRHYNLGEYWIEVEMEDLASFDEELADHLHKQPAEHLQLLEEAAKEVADEVTRPRPAGDELLQDIQVMLKSDASPSSIRILKSDMMSHLVKIPGIIISASAVRAKATRISIQCRSCHNTLTNIAMRPGLEGYALPRKCNMDQAGRPKCPLDPYFIMPDKCKCVDFQTLKLQELPDAVPHGEMPRHMQLYCDRYLCDKVVPGNRVTIMGIYSIKKFGLNPSKGRDRVGVGIRSSYIRVLGIQ.... Result: 1 (interaction). (2) The miRNA is mmu-miR-3092-3p with sequence GAAUGGGGCUGUUUCCCCUCC. The protein sequence of the target gene is MAASPSKTEIQTIFKRLRAIPTNKACFDCGAKSPSWASITYGVFLCIDCSGVHRSLGVHLSFIRSTELDSNWSWLQLRCMQVGGNANATAFFRQHGCMANDANTKYTSRAAQMYREKIRQLGSAALTRHGTDLWIDSMNSAPSHSPEKKDSDFFTEHTQAPAWDTAATDPSGTQQPALPSESSSLAQPEQGPNTDLLGTSPQASLELKSSIIGKKKPAAAKKGLGAKKGLGAQKVSNQSFTEIERQAQVAEKLREQQAADAKKQAEESMVASMRLAYQELQIDRKKEEKKLQNLEGKKRE.... Result: 0 (no interaction). (3) Result: 1 (interaction). The protein sequence of the target gene is MEVEEAFQAVGEMGLYQMYLCFLLAVLLQLYVATEAILIALIGATPAYHWDMADLLPNQSHSNQTLGKGQAFGDWLLTANGSEIHKHVHFSNSFTSIASEWFLIANRSYKVSAASSSFFSGVFVGVISFGQLSDRFGRRKVYLTGFALDILFAVANGFSPSYEFFAVTRFLVGMMNGGMSLVAFVLLNECVGTAYWALAGSIGGLFFAVGIAQYALLGYFIRSWRTLAVLVNLQGTLVFLLSLFIPESPRWLYSQGRLSEAEEALYFIAKRNRKLKCTFSLTHPANRSYRATGSFLDLFR.... The miRNA is mmu-miR-466e-3p with sequence UAUACAUACACGCACACAUAAGA. (4) The miRNA is hsa-miR-455-5p with sequence UAUGUGCCUUUGGACUACAUCG. The protein sequence of the target gene is MELENIVANTVLLKAREGGGGKRKGKSKKWKEILKFPHISQCEDLRRTIDRDYYSLCDKQPIGRLLFRQFCETRPGLECYIQFLDLVAEYEITPDENLGAKGKEIMTKYLTPKSPVFIAQVGQDLVSQTEKKLLQSPCKELFSACAQSVHDYLKGDPFHEYLDSMYFDRFLQWKWLERQPVTKNTFRQYRVLGKGGFGEVCACQVRATGKMYACKRLEKKRIKKRKGESMALNEKQILEKVNSQFVVNLAYAYETKDALCLVLTIMNGGDLKFHIYNMGNPGFEEERALFYAAEILCGLE.... Result: 0 (no interaction). (5) The miRNA is hsa-miR-597-3p with sequence UGGUUCUCUUGUGGCUCAAGCGU. The protein sequence of the target gene is MKGALGSPVAAAGAAMQESFGCVVANRFHQLLDDESDPFDILREAERRRQQQLQRKRRDEAAAAAGAGPRGGRSPAGASGHRAGAGGRRESQKERKSLPAPVAQRPDSPGGGLQAPGQKRTPRRGEQQGWNDSRGPEGMLERAERRSYREYRPYETERQADFTAEKFPDEKPGDRFDRDRPLRGRGGPRGGMRGRGRGGPGNRVFDAFDQRGKREFERYGGNDKIAVRTEDNMGGCGVRTWGSGKDTSDVEPTAPMEEPTVVEESQGTPEEESPAKVPELEVEEETQVQEMTLDEWKNLQ.... Result: 0 (no interaction). (6) The miRNA is mmu-miR-6420 with sequence ACUAAUCCUAUAAAAUCAAAC. The protein sequence of the target gene is MKVRSAGSDRDVLCVTEEDLAGEDEDMPSFPCTQEGRAGPRCNRCQKNLSLHTSVRILYLFLTLLLVAVAVLASLVFRKVDSLSEDISLAQSIYNKKLVSMQENLQGLDPKALINCSFCREAEQLGQEIRKVQEELEGLQKMLLAQEVQLDQTSQTHELLSTRSSQISQEMGSCSFSIHQVNQSLGLFLAQVRGWQATTAGMDITLKDLTQECYDVKAAVHQINFTVGQTAEWIHGIQRKTDEETLTLQKIVTDWQNYTRLFGGLRTTSAKTGEIVKTIQTTLGASSQRISQNSESMHDL.... Result: 0 (no interaction). (7) The miRNA is hsa-miR-7977 with sequence UUCCCAGCCAACGCACCA. The protein sequence of the target gene is MDPSEKKISVWICQEEKLVSGLSRRTTCSDVVRVLLEDGCRRRCRQRRGQRRGLTEDPSGQLELPEPPDENDEDDDDAMPPGMLCGPPQCYCIVEKWRGFERILPNKTRILRLWTAWGDEQENVRFVLVRSEASLPNAGPRSAEARVVLSRERPCLARGAPARPSLALTQEKQRRVVRKAFRKLAKLNRRRQQQPSSPCSSTSSSTASSCSSSARTHESASVERMETLVHLVLSQDHTIRQQVQRLRELDREIDRYEAKVHLDRMRRHGVNYVQDTYLVGAGIDLDGQTPEGEPEDATLE.... Result: 0 (no interaction).